This data is from Reaction yield outcomes from USPTO patents with 853,638 reactions. The task is: Predict the reaction yield, written as a fraction of the theoretical maximum amount of product (1.0 means a 100% yield; for example, 0.34 means a 34% yield). The reactants are [O:1]1[C:5]2[CH:6]=[CH:7][C:8]([C:10]3([C:13]([OH:15])=O)[CH2:12][CH2:11]3)=[CH:9][C:4]=2[O:3][CH2:2]1.CN(C)C=O.C(N(CC)CC)C.[NH2:28][C:29]1[CH:30]=[C:31]2[C:35](=[CH:36][CH:37]=1)[NH:34][C:33]([C:38]([O:40][CH2:41][CH3:42])=[O:39])=[CH:32]2. The catalyst is S(Cl)(Cl)=O.ClCCl. The product is [O:1]1[C:5]2[CH:6]=[CH:7][C:8]([C:10]3([C:13]([NH:28][C:29]4[CH:30]=[C:31]5[C:35](=[CH:36][CH:37]=4)[NH:34][C:33]([C:38]([O:40][CH2:41][CH3:42])=[O:39])=[CH:32]5)=[O:15])[CH2:11][CH2:12]3)=[CH:9][C:4]=2[O:3][CH2:2]1. The yield is 0.880.